This data is from Peptide-MHC class II binding affinity with 134,281 pairs from IEDB. The task is: Regression. Given a peptide amino acid sequence and an MHC pseudo amino acid sequence, predict their binding affinity value. This is MHC class II binding data. (1) The peptide sequence is KADLENPHPLEKKITQW. The MHC is DRB1_0401 with pseudo-sequence DRB1_0401. The binding affinity (normalized) is 0. (2) The peptide sequence is LGFVFTLTVPSERG. The MHC is DRB1_0101 with pseudo-sequence DRB1_0101. The binding affinity (normalized) is 0.738. (3) The peptide sequence is MLLRKYGIAAENVID. The MHC is DRB1_0901 with pseudo-sequence DRB1_0901. The binding affinity (normalized) is 0.686. (4) The peptide sequence is ILNTWLVKPGAGIMI. The MHC is HLA-DQA10201-DQB10202 with pseudo-sequence HLA-DQA10201-DQB10202. The binding affinity (normalized) is 0. (5) The peptide sequence is WKMLDPRQGLAVLRK. The MHC is DRB1_0301 with pseudo-sequence DRB1_0301. The binding affinity (normalized) is 0.484. (6) The peptide sequence is GKAGCQTYKWETFLT. The MHC is DRB1_1501 with pseudo-sequence DRB1_1501. The binding affinity (normalized) is 0.332. (7) The peptide sequence is VKINDKCPSTGEAHL. The MHC is DRB1_1301 with pseudo-sequence DRB1_1301. The binding affinity (normalized) is 0.423.